This data is from Catalyst prediction with 721,799 reactions and 888 catalyst types from USPTO. The task is: Predict which catalyst facilitates the given reaction. (1) Reactant: [Br:1][C:2]1[CH:3]=[C:4]2[C:9](=[CH:10][C:11]=1[O:12][CH3:13])[N:8]=[CH:7][C:6]([C:14]([O:16][CH2:17][CH3:18])=[O:15])=[C:5]2Cl.[Cl:20][C:21]1[CH:22]=[C:23]([CH:25]=[CH:26][C:27]=1[Cl:28])[NH2:24].C(O)(=O)C.N. Product: [CH2:17]([O:16][C:14]([C:6]1[CH:7]=[N:8][C:9]2[C:4]([C:5]=1[NH:24][C:23]1[CH:25]=[CH:26][C:27]([Cl:28])=[C:21]([Cl:20])[CH:22]=1)=[CH:3][C:2]([Br:1])=[C:11]([O:12][CH3:13])[CH:10]=2)=[O:15])[CH3:18]. The catalyst class is: 8. (2) Reactant: C(C1CCCN([C:10]([NH:12][C:13]2[C:14]([CH3:30])=[CH:15][C:16]3[N:17]([CH:27]([CH3:29])[CH3:28])[C:18]4[C:23]([C:24]=3[C:25]=2[CH3:26])=[CH:22][CH:21]=[CH:20][CH:19]=4)=[O:11])C1)(=O)N.CN(C1C=CC=CN=1)C.[O:40]1[CH2:44][CH2:43][CH:42](C(O)=O)[CH2:41]1.CCN=C=NCCCN(C)C. Product: [O:40]1[CH2:44][CH2:43][CH:42]([C:10]([NH:12][C:13]2[C:14]([CH3:30])=[CH:15][C:16]3[N:17]([CH:27]([CH3:28])[CH3:29])[C:18]4[C:23]([C:24]=3[C:25]=2[CH3:26])=[CH:22][CH:21]=[CH:20][CH:19]=4)=[O:11])[CH2:41]1. The catalyst class is: 59.